Task: Predict which catalyst facilitates the given reaction.. Dataset: Catalyst prediction with 721,799 reactions and 888 catalyst types from USPTO (1) The catalyst class is: 13. Product: [CH2:13]([C:15]1[N:16]=[C:17]([CH2:46][CH2:47][CH3:48])[N:18]([CH2:31][C:32]2[CH:37]=[CH:36][C:35]([C:38]3[CH:43]=[CH:42][CH:41]=[CH:40][C:39]=3[C:44]3[NH:3][C:4](=[O:7])[O:5][N:45]=3)=[CH:34][CH:33]=2)[C:19](=[O:30])[C:20]=1[O:21][C:22]1[CH:27]=[CH:26][CH:25]=[C:24]([CH2:28][CH3:29])[CH:23]=1)[CH3:14]. Reactant: [Cl-].O[NH3+:3].[C:4](=[O:7])([O-])[OH:5].[Na+].CS(C)=O.[CH2:13]([C:15]1[N:16]=[C:17]([CH2:46][CH2:47][CH3:48])[N:18]([CH2:31][C:32]2[CH:37]=[CH:36][C:35]([C:38]3[C:39]([C:44]#[N:45])=[CH:40][CH:41]=[CH:42][CH:43]=3)=[CH:34][CH:33]=2)[C:19](=[O:30])[C:20]=1[O:21][C:22]1[CH:27]=[CH:26][CH:25]=[C:24]([CH2:28][CH3:29])[CH:23]=1)[CH3:14]. (2) Product: [NH2:11][C:10]1[N:9]=[C:8]2[N:12]([CH2:13][CH2:14][O:15][CH3:16])[CH:18]=[CH:17][C:7]2=[N:6][C:5]=1[C:3]([OH:2])=[O:4]. The catalyst class is: 1. Reactant: C[O:2][C:3]([C:5]1[C:10]([NH2:11])=[N:9][C:8]([NH:12][CH2:13][CH2:14][O:15][CH3:16])=[C:7]([C:17]#[C:18][Si](C)(C)C)[N:6]=1)=[O:4].CC([O-])(C)C.[K+].[NH4+].[Cl-]. (3) Reactant: [CH2:1]([C:8]1[C:13]([O:14][CH3:15])=[CH:12][C:11](Br)=[CH:10][C:9]=1[O:17][CH3:18])[C:2]1[CH:7]=[CH:6][CH:5]=[CH:4][CH:3]=1.[B:19]1([B:19]2[O:23][C:22]([CH3:25])([CH3:24])[C:21]([CH3:27])([CH3:26])[O:20]2)[O:23][C:22]([CH3:25])([CH3:24])[C:21]([CH3:27])([CH3:26])[O:20]1. Product: [CH2:1]([C:8]1[C:13]([O:14][CH3:15])=[CH:12][C:11]([B:19]2[O:23][C:22]([CH3:25])([CH3:24])[C:21]([CH3:27])([CH3:26])[O:20]2)=[CH:10][C:9]=1[O:17][CH3:18])[C:2]1[CH:7]=[CH:6][CH:5]=[CH:4][CH:3]=1. The catalyst class is: 140. (4) Reactant: [C:1]([O:5][C:6](=[O:28])[NH:7][CH2:8][C:9]1[CH:14]=[CH:13][C:12]([C:15]([N:17]2[CH2:23][C:22]3([CH3:25])[CH2:24][CH:18]2[CH2:19][C:20]([CH3:27])([CH3:26])[CH2:21]3)=[O:16])=[CH:11][CH:10]=1)([CH3:4])([CH3:3])[CH3:2].[H-].[Na+].Br[CH2:32][CH2:33][O:34][CH2:35][C:36]1[CH:41]=[CH:40][CH:39]=[CH:38][CH:37]=1. The catalyst class is: 3. Product: [C:1]([O:5][C:6](=[O:28])[N:7]([CH2:32][CH2:33][O:34][CH2:35][C:36]1[CH:41]=[CH:40][CH:39]=[CH:38][CH:37]=1)[CH2:8][C:9]1[CH:14]=[CH:13][C:12]([C:15]([N:17]2[CH2:23][C:22]3([CH3:25])[CH2:24][CH:18]2[CH2:19][C:20]([CH3:27])([CH3:26])[CH2:21]3)=[O:16])=[CH:11][CH:10]=1)([CH3:4])([CH3:2])[CH3:3].